This data is from Peptide-MHC class II binding affinity with 134,281 pairs from IEDB. The task is: Regression. Given a peptide amino acid sequence and an MHC pseudo amino acid sequence, predict their binding affinity value. This is MHC class II binding data. (1) The peptide sequence is LSYYKLGASQRVGTD. The MHC is DRB1_0701 with pseudo-sequence DRB1_0701. The binding affinity (normalized) is 0.588. (2) The peptide sequence is EAVSLLCSDKQPCNG. The MHC is HLA-DQA10102-DQB10602 with pseudo-sequence HLA-DQA10102-DQB10602. The binding affinity (normalized) is 0.105. (3) The peptide sequence is QSFILKVVNKNIERP. The MHC is DRB1_0101 with pseudo-sequence DRB1_0101. The binding affinity (normalized) is 0.436. (4) The MHC is DRB1_1302 with pseudo-sequence DRB1_1302. The binding affinity (normalized) is 0.165. The peptide sequence is KSAFQSSIASGFVGL. (5) The peptide sequence is ALHIIAGTPEVHAVK. The MHC is HLA-DPA10201-DPB11401 with pseudo-sequence HLA-DPA10201-DPB11401. The binding affinity (normalized) is 0.315. (6) The peptide sequence is YLFAKDKSGPLQPGV. The MHC is DRB1_0301 with pseudo-sequence DRB1_0301. The binding affinity (normalized) is 0.219.